Dataset: Full USPTO retrosynthesis dataset with 1.9M reactions from patents (1976-2016). Task: Predict the reactants needed to synthesize the given product. (1) Given the product [CH3:1][O:2][CH2:3][O:4][C:5]1[CH:10]=[CH:9][C:8]([CH2:11][CH2:12][CH3:13])=[CH:7][C:6]=1[CH:14]=[O:15], predict the reactants needed to synthesize it. The reactants are: [CH3:1][O:2][CH2:3][O:4][C:5]1[CH:10]=[CH:9][C:8]([CH2:11][CH2:12][CH3:13])=[CH:7][C:6]=1[CH2:14][OH:15]. (2) The reactants are: [OH:1][C:2]1[CH:11]=[CH:10][CH:9]=[CH:8][C:3]=1[C:4]([O:6][CH3:7])=[O:5].Br[CH2:13][C:14]#[CH:15].C([O-])([O-])=O.[K+].[K+]. Given the product [CH2:15]([O:1][C:2]1[CH:11]=[CH:10][CH:9]=[CH:8][C:3]=1[C:4]([O:6][CH3:7])=[O:5])[C:14]#[CH:13], predict the reactants needed to synthesize it. (3) Given the product [Br:1][C:2]1[C:3]2[N:4]([C:9]([NH:12][S:23]([CH3:22])(=[O:25])=[O:24])=[N:10][N:11]=2)[C:5]([Cl:8])=[CH:6][CH:7]=1, predict the reactants needed to synthesize it. The reactants are: [Br:1][C:2]1[C:3]2[N:4]([C:9]([NH2:12])=[N:10][N:11]=2)[C:5]([Cl:8])=[CH:6][CH:7]=1.CCN(C(C)C)C(C)C.[CH3:22][S:23](Cl)(=[O:25])=[O:24]. (4) Given the product [Br:1][C:23]1[N:17]2[CH:18]=[C:19]([F:22])[CH:20]=[CH:21][C:16]2=[N:15][C:14]=1[NH:13][C:11](=[O:12])[C:10]([F:24])([F:9])[F:25], predict the reactants needed to synthesize it. The reactants are: [Br:1]N1C(=O)CCC1=O.[F:9][C:10]([F:25])([F:24])[C:11]([NH:13][C:14]1[N:15]=[C:16]2[CH:21]=[CH:20][C:19]([F:22])=[CH:18][N:17]2[CH:23]=1)=[O:12]. (5) Given the product [N:7]1[S:8][S:9][C:5]2[C:6]=1[CH:2]=[CH:3][N:4]=2.[S:79]1[CH:58]=[CH:57][CH:56]=[C:55]1[CH:60]=[CH:59][C:21]1[S:22][CH:23]=[CH:24][CH:20]=1, predict the reactants needed to synthesize it. The reactants are: Br[C:2]1[C:6]2=[N:7][S:8][S:9][C:5]2=[N:4][C:3]=1Br.C[Sn](C)(C)[C:21]1[S:22][CH:23]=[C:24](CCCCCCCCCCCC)[C:20]=1C=C[C:20]1[C:24](CCCCCCCCCCCC)=[CH:23][S:22][C:21]=1[Sn](C)(C)C.[C:55]1(C)[CH:60]=[CH:59][CH:58]=[CH:57][C:56]=1P([C:55]1[CH:60]=[CH:59][CH:58]=[CH:57][C:56]=1C)[C:55]1[CH:60]=[CH:59][CH:58]=[CH:57][C:56]=1C.BrC1[S:79]C=CC=1.C([Sn](CCCC)(CCCC)C1SC=CC=1)CCC. (6) Given the product [C:21]([N:11]1[CH2:10][CH2:9][N:8]([C:1]([O:3][C:4]([CH3:7])([CH3:6])[CH3:5])=[O:2])[CH2:13][CH2:12]1)([C:22]1[CH:27]=[CH:26][CH:25]=[CH:24][CH:23]=1)([C:34]1[CH:35]=[CH:36][CH:37]=[CH:38][CH:39]=1)[C:28]1[CH:29]=[CH:30][CH:31]=[CH:32][CH:33]=1, predict the reactants needed to synthesize it. The reactants are: [C:1]([N:8]1[CH2:13][CH2:12][NH:11][CH2:10][CH2:9]1)([O:3][C:4]([CH3:7])([CH3:6])[CH3:5])=[O:2].C(N(CC)CC)C.[C:21](Cl)([C:34]1[CH:39]=[CH:38][CH:37]=[CH:36][CH:35]=1)([C:28]1[CH:33]=[CH:32][CH:31]=[CH:30][CH:29]=1)[C:22]1[CH:27]=[CH:26][CH:25]=[CH:24][CH:23]=1.